Dataset: Aqueous solubility values for 9,982 compounds from the AqSolDB database. Task: Regression/Classification. Given a drug SMILES string, predict its absorption, distribution, metabolism, or excretion properties. Task type varies by dataset: regression for continuous measurements (e.g., permeability, clearance, half-life) or binary classification for categorical outcomes (e.g., BBB penetration, CYP inhibition). For this dataset (solubility_aqsoldb), we predict Y. The molecule is C=COCC. The Y is -0.858 log mol/L.